Dataset: Full USPTO retrosynthesis dataset with 1.9M reactions from patents (1976-2016). Task: Predict the reactants needed to synthesize the given product. (1) Given the product [CH3:33][C:31]1[CH:32]=[C:27]([CH3:26])[N:28]=[C:29]([C:34]2[CH:35]=[CH:36][C:37]([C:18]3[CH:17]=[CH:16][CH:15]=[C:14]([C:12]4[N:13]=[C:8]([C:4]5[CH:5]=[CH:6][CH:7]=[CH:2][CH:3]=5)[N:9]=[C:10]([C:20]5[CH:25]=[CH:24][CH:23]=[CH:22][CH:21]=5)[N:11]=4)[CH:19]=3)=[CH:38][CH:39]=2)[N:30]=1, predict the reactants needed to synthesize it. The reactants are: Br[C:2]1[CH:3]=[C:4]([C:8]2[N:13]=[C:12]([C:14]3[CH:19]=[CH:18][CH:17]=[CH:16][CH:15]=3)[N:11]=[C:10]([C:20]3[CH:25]=[CH:24][CH:23]=[CH:22][CH:21]=3)[N:9]=2)[CH:5]=[CH:6][CH:7]=1.[CH3:26][C:27]1[CH:32]=[C:31]([CH3:33])[N:30]=[C:29]([C:34]2[CH:39]=[CH:38][C:37](B3OC(C)(C)C(C)(C)O3)=[CH:36][CH:35]=2)[N:28]=1.C(P)(C)(C)C.[OH-].[Na+]. (2) Given the product [C:25]([O:24][C:22]([N:16]1[CH2:21][CH2:20][N:19]([S:12]([C:3]2[C:4]([Cl:11])=[CH:5][CH:6]=[C:7]([N+:8]([O-:10])=[O:9])[C:2]=2[Cl:1])(=[O:14])=[O:13])[CH2:18][CH2:17]1)=[O:23])([CH3:28])([CH3:26])[CH3:27], predict the reactants needed to synthesize it. The reactants are: [Cl:1][C:2]1[C:7]([N+:8]([O-:10])=[O:9])=[CH:6][CH:5]=[C:4]([Cl:11])[C:3]=1[S:12](Cl)(=[O:14])=[O:13].[N:16]1([C:22]([O:24][C:25]([CH3:28])([CH3:27])[CH3:26])=[O:23])[CH2:21][CH2:20][NH:19][CH2:18][CH2:17]1.C(N(CC)CC)C. (3) Given the product [O:7]=[CH:6][C@@H:5]([C@H:4]([C@H:3]([C@@H:2]([CH2:1][OH:12])[OH:11])[OH:10])[OH:9])[OH:8].[CH:21]1([OH:20])[CH:22]([OH:31])[CH:23]([OH:30])[CH:24]([OH:29])[CH:25]([OH:28])[CH:26]1[OH:27].[CH2:36]([OH:58])[C@H:37]1[O:42][C@H:41]([O:43][CH:44]2[C@@H:45]([OH:54])[C@@H:46]([OH:53])[CH:47]([OH:52])[C@H:48]([OH:51])[C@H:49]2[OH:50])[C@H:40]([OH:55])[C@@H:39]([OH:56])[C@H:38]1[OH:57], predict the reactants needed to synthesize it. The reactants are: [CH:1]1([OH:12])[CH:6]([OH:7])[CH:5]([OH:8])[CH:4]([OH:9])[CH:3]([OH:10])[CH:2]1[OH:11].C(O)[C@H]1O[C@H]([O:20][CH:21]2[C@@H:26]([OH:27])[C@@H:25]([OH:28])[CH:24]([OH:29])[C@H:23]([OH:30])[C@H:22]2[OH:31])[C@H](O)[C@@H](O)[C@H]1O.[CH2:36]([OH:58])[C@H:37]1[O:42][C@H:41]([O:43][CH:44]2[C@@H:49]([OH:50])[C@H:48]([OH:51])[CH:47]([OH:52])[C@@H:46]([OH:53])[C@@H:45]2[OH:54])[C@H:40]([OH:55])[C@@H:39]([OH:56])[C@H:38]1[OH:57].